Binary Classification. Given two protein amino acid sequences, predict whether they physically interact or not. From a dataset of Human Reference Interactome with 51,813 positive PPI pairs across 8,248 proteins, plus equal number of experimentally-validated negative pairs. (1) Protein 1 (ENSG00000007384) has sequence MSEARRDSTSSLQRKKPPWLKLDIPSAVPLTAEEPSFLQPLRRQAFLRSVSMPAETAHISSPHHELRRPVLQRQTSITQTIRRGTADWFGVSKDSDSTQKWQRKSIRHCSQRYGKLKPQVLRELDLPSQDNVSLTSTETPPPLYVGPCQLGMQKIIDPLARGRAFRVADDTAEGLSAPHTPVTPGAASLCSFSSSRSGFHRLPRRRKRESVAKMSFRAAAALMKGRSVRDGTFRRAQRRSFTPASFLEEDTTDFPDELDTSFFAREGILHEELSTYPDEVFESPSEAALKDWEKAPEQAD.... Protein 2 (ENSG00000115556) has sequence MASLLQDQLTTDQDLLLMQEGMPMRKVRSKSWKKLRYFRLQNDGMTVWHARQARGSAKPSFSISDVETIRNGHDSELLRSLAEELPLEQGFTIVFHGRRMASLLQDQLTTDQDLLLMQEGMPMRKVRSKSWKKLRYFRLQNDGMTVWHARQARGSAKPSFSISDVETIRNGHDSELLRSLAEELPLEQGFTIVFHGRRSNLDLMANSVEEAQIWMRGLQLLVDLVTSMDHQERLDQWLSDWFQRGDKNQDGKMSFQEVQRLLHLMNVEMDQEYAFSLFQAADTSQSGTLEGEEFVQFYKA.... Result: 0 (the proteins do not interact). (2) Protein 2 (ENSG00000112246) has sequence MKEKSKNAARTRREKENSEFYELAKLLPLPSAITSQLDKASIIRLTTSYLKMRVVFPEGLGEAWGHSSRTSPLDNVGRELGSHLLQTLDGFIFVVAPDGKIMYISETASVHLGLSQVELTGNSIYEYIHPADHDEMTAVLTAHQPYHSHFVQEYEIERSFFLRMKCVLAKRNAGLTCGGYKVIHCSGYLKIRQYSLDMSPFDGCYQNVGLVAVGHSLPPSAVTEIKLHSNMFMFRASLDMKLIFLDSRVAELTGYEPQDLIEKTLYHHVHGCDTFHLRCAHHLLLVKGQVTTKYYRFLAK.... Protein 1 (ENSG00000072778) has sequence MQAARMAASLGRQLLRLGGGRSVCDKRDGGQRPWAPGRH*MQAARMAASLGRQLLRLGGGSSRLTALLGQPRPGPARRPYAGGAAQESKSFAVGMFKGQLTTDQVFPYPSVLNEEQTQFLKELVEPVSRFFEEVNDPAKNDALEMVEETTWQGLKELGAFGLQVPSELGGVGLCNTQYARLVEIVGMHDLGVGITLGAHQSIGFKGILLFGTKAQKEKYLPKLASGETVAAFCLTEPSSGSDAASIRTSAVPSPCGKYYTLNGSKLWISNGGLADIFTVFAKTPVTDPATGAVKEKITAF.... Result: 0 (the proteins do not interact). (3) Protein 1 (ENSG00000167483) has sequence MGPDRKEVPLSRGTQAVVVGKGRGAPGDDSSMGGRPSSPLDKQQRQHLRGQVDTLLRNFLPCYRGQLAASVLRQISRELGPQEPTGSQLLRSKKLPRVREHRGPLTQLRGHPPRWQPIFCVLRGDGRLEWFSHKEEYENGGHCLGSTALTGYTLLTSQREYLRLLDALCPESLGDHTQEEPDSLLEVPVSFPLFLQHPFRRHLCFSAATREAQHAWRLALQGGIRLQGIVLQRSQAPAARAFLDAVRLYRQHQGHFGDDDVTLGSDAEVLTAVLMREQLPALRAQTLPGLRGAGRARAWA.... Protein 2 (ENSG00000085644) has sequence MAAPLEAQDQAPGEGEGLLIVKVEDSSWEQESAQHEDGRDSEACRQRFRQFCYGDVHGPHEAFSQLWELCCRWLRPELRTKEQILELLVLEQFLTVLPGEIQGWVREQHPGSGEEAVALVEDLQKQPVKAWRQDVPSEEAEPEAAGRGSQATGPPPTVGARRRPSVPQEQHSHSAQPPALLKEGRPGETTDTCFVSGVHGPVALGDIPFYFSREEWGTLDPAQRDLFWDIKRENSRNTTLGFGLKGQSEKSLLQEMVPVVPGQTGSDVTVSWSPEEAEAWESENRPRAALGPVVGARRGR.... Result: 0 (the proteins do not interact). (4) Protein 1 (ENSG00000149218) has sequence MGTARWLALGSLFALAGLLEGRLVGEEEAGFGECDKFFYAGTPPAGLAADSHVKICQRAEGAERFATLYSTRDRIPVYSAFRAPRPAPGGAEQRWLVEPQIDDPNSNLEEAINEAEAITSVNSLGSKQALNTDYLDSDYQRGQLYPFSLSSDVQVATFTLTNSAPMTQSFQERWYVNLHSLMDRALTPQCGSGEDLYILTGTVPSDYRVKDKVAVPEFVWLAACCAVPGGGWAMGFVKHTRDSDIIEDVMVKDLQKLLPFNPQLFQNNCGETEQDTEKMKKILEVVNQIQDEERMVQSQK.... Protein 2 (ENSG00000136159) has sequence MTASAQPRGRRPGVGVGVVVTSCKHPRCVLLGKRKGSVGAGSFQLPGGHLEFGETWEECAQRETWEEAALHLKNVHFASVVNSFIEKENYHYVTILMKGEVDVTHDSEPKNVEPEKNESWEWVPWEELPPLDQLFWGLRCLKEQGYDPFKEDLNHLVGYKGNHL*. Result: 0 (the proteins do not interact). (5) Protein 1 (ENSG00000180535) has sequence MKTKNRPPRRRAPVQDTEATPGEGTPDGSLPNPGPEPAKGLRSRPARAAARAPGEGRRRRPGPSGPGGRRDSSIQRRLESNERERQRMHKLNNAFQALREVIPHVRADKKLSKIETLTLAKNYIKSLTATILTMSSSRLPGLEGPGPKLYQHYQQQQQVAGGALGATEAQPQGHLQRYSTQIHSFREGT*. Protein 2 (ENSG00000169221) has sequence METGTAPLVAPPRRHGAPAAPSPPPRGSRAGPVVVVAPGPPVTTATSAPVTLVAPGEARPAWVPGSAETSAPAPAPAPAPAPAVTGSTVVVLTLEASPEAPKPQLPSGPESPEPAAVAGVETSRALAAGADSPKTEEARPSPAPGPGTPTGTPTRTPSRTAPGALTAKPPLAPKPGTTVASGVTARSASGQVTGGHGAAAATSASAGQAPEDPSGPGTGPSGTCEAPVAVVTVTPAPEPAENSQDLGSTSSLGPGISGPRGQAPDTLSYLDSVSLMSGTLESLADDVSSMGSDSEINGLA.... Result: 0 (the proteins do not interact). (6) Protein 1 (ENSG00000072501) has sequence MGFLKLIEIENFKSYKGRQIIGPFQRFTAIIGPNGSGKSNLMDAISFVLGEKTSNLRVKTLRDLIHGAPVGKPAANRAFVSMVYSEEGAEDRTFARVIVGGSSEYKINNKVVQLHEYSEELEKLGILIKARNFLVFQGAVESIAMKNPKERTALFEEISRSGELAQEYDKRKKEMVKAEEDTQFNYHRKKNIAAERKEAKQEKEEADRYQRLKDEVVRAQVQLQLFKLYHNEVEIEKLNKELASKNKEIEKDKKRMDKVEDELKEKKKELGKMMREQQQIEKEIKEKDSELNQKRPQYIK.... Protein 2 (ENSG00000079805) has sequence MGNRGMEELIPLVNKLQDAFSSIGQSCHLDLPQIAVVGGQSAGKSSVLENFVGRDFLPRGSGIVTRRPLILQLIFSKTEHAEFLHCKSKKFTDFDEVRQEIEAETDRVTGTNKGISPVPINLRVYSPHVLNLTLIDLPGITKVPVGDQPPDIEYQIKDMILQFISRESSLILAVTPANMDLANSDALKLAKEVDPQGLRTIGVITKLDLMDEGTDARDVLENKLLPLRRGYIGVVNRSQKDIEGKKDIRAALAAERKFFLSHPAYRHMADRMGTPHLQKTLNQQLTNHIRESLPALRSKL.... Result: 0 (the proteins do not interact). (7) Protein 1 (ENSG00000109685) has sequence MEFSIKQSPLSVQSVVKCIKMKQAPEILGSANGKTPSCEVNRECSVFLSKAQLSSSLQEGVMQKFNGHDALPFIPADKLKDLTSRVFNGEPGAHDAKLRFESQEMKGIGTPPNTTPIKNGSPEIKLKITKTYMNGKPLFESSICGDSAADVSQSEENGQKPENKARRNRKRSIKYDSLLEQGLVEAALVSKISSPSDKKIPAKKESCPNTGRDKDHLLKYNVGDLVWSKVSGYPWWPCMVSADPLLHSYTKLKGQKKSARQYHVQFFGDAPERAWIFEKSLVAFEGEGQFEKLCQESAKQ.... Protein 2 (ENSG00000244355) has sequence MKPQFVGILLSSLLGAALGNRMRCYNCGGSPSSSCKEAVTTCGEGRPQPGLEQIKLPGNRRCFLRGLKIPLGSLKSHLLCPRRQVLKPGVQHPSFILSLSPSDLDSPTSSLRRSPSLQSSGDRVGGRRDLSSPQGLLPGRPVQQRRGKPCGPCRHFGCSSYRPDLSLARTVERIMKPQFVGILLSSLLGAALGNRMRCYNCGGSPSSSCKEAVTTCGEGRPQPGLEQIKLPGNPPVTLIHQHPACVAAHHCNQVETESVGDVTYPAHRDCYLGDLCNSAVASHVAPAGILAAAATALTCL.... Result: 0 (the proteins do not interact). (8) Protein 1 (ENSG00000171060) has sequence MALLTPQGVKEVFQLQRPQGRERLRRLLNWEEFDEQRDSRRSILLDTLYESIIFAVGKGFPWVEVAQVVKFTEELLRETKGCSITEAVTILGNKLRDYRGHFNTTHLLALCDYFHHTFIRHYKLYQYVLGQDQQVDLTVAHLEVCMPPHPLPLAEGMDRDLWIHEQQVATLTEAEAQKRADVLLLKEALRLERENSLQKAFAAAAPAQPGQVLERQELESLICQAVHTQMELLQELLQRQIQNTFAILDLKLQKKTLNLNAPTPIPPPITSHAGQEEALKPQRASKGKKAKARK*MALLT.... Protein 2 (ENSG00000122783) has sequence MNEAEIVDVALGILIESRKQEKACEQPALAGADNPEHSPPCSVSPHTSSGSSSEEEDSGKQALAPGLSPSQRPGGSSSACSRSPEEEEEEDVLKYVREIFFS*METLQSETKTRVLPSWLTAQVATKNVAPMKAPKRMRMAAVPVAAARLPATRTVYCMNEAEIVDVALGILIESRKQEKACEQPALAGADNPEHSPPCSVSPHTSSGSSSEEEDSGKQALAPGLSPSQRPGGSSSACSRSPEEEEEEDVLKYVREIFFS*METLQSETKTRVLPSWLTAQVATKNVAPMKAPKRMRMAA.... Result: 0 (the proteins do not interact). (9) Protein 1 (ENSG00000126860) has sequence MLLRSWFGNKDFQALPILARLPSMPTDMEHTGHYLHLAFLMTTVFSLSPGTKANYTRLWANSTSSWDSVIQNKTGRNQNENINTNPITPEVDYKGNSTNMPETSHIVALTSKSEQELYIPSVVSNSPSTVQSIENTSKSHGEIFKKDVCAENNNNMAMLICLIIIAVLFLICTFLFLSTVVLANKVSSLRRSKQVGKRQPRSNGDFLASGLWPAESDTWKRTKQLTGPNLVMQSTGVLTATRERKDEEGTEKLTNKQIG*MPTDMEHTGHYLHLAFLMTTVFSLSPGTKANYTRLWANST.... Protein 2 (ENSG00000100983) has sequence MATNWGSLLQDKQQLEELARQAVDRALAEGVLLRTSQEPTSSEVVSYAPFTLFPSLVPSALLEQAYAVQMDFNLLVDAVSQNAAFLEQTLSSALVLLIAQEKERNIFDQRAIENELLARNIHVIRRTFEDISEKGSLDQDRRLFVDGQEIAVVYFRDGYMPRQYSLQNWEARLLLERSHAAKCPDIATQLAGTKKVQQELSRPGMLEMLLPGQPEAVARLRATFAGLYSLDVGEEGDQAIAEALAAPSRFVLKPQREGGGNNLYGEEMVQALKQLKDSEERASYILMEKIEPEPFENCLL.... Result: 0 (the proteins do not interact). (10) Protein 1 (ENSG00000165973) has sequence MPMDLILVVWFCVCTARTVVGFGMDPDLQMDIVTELDLVNTTLGVAQVSGMHNASKAFLFQDIEREIHAAPHVSEKLIQLFRNKSEFTILATVQQKPSTSGVILSIRELEHRIYERVIDPPDTNLPPGINLWLGQRNQKHGLFKGIIQDGKIIFMPNGYITQCPNLNHTCPTCSDFLSLVQGIMDLQELLAKMTAKLNYAETRLSQLENCHCEKTCQVSGLLYRDQDSWVDGDHCRNCTCKSGAVECRRMSCPPLNCSPDSLPVHIAGQCCKVCRPKCIYGGKVLAEGQRILTKSCRECR.... Protein 2 (ENSG00000124104) has sequence MASRLLHRLRHALAGDGPGEAAASPEAEQFPESSELEDDDAEGLSSRLSGTLSFTSAEDDEDDEDEDDEEAGPDQLPLGDGTSGEDAERSPPPDGQWGSQLLARQLQDFWKKSRNTLAPQRLLFEVTSANVVKDPPSKYVTNLSSTPSP*MASRLLHRLRHALAGDGPGEAAASPEAEQFPESSELEDDDAEGLSSRLSGTLSFTSAEDDEDDEDEDDEEAGPDQLPLGDGTSGEDAERSPPPDGQWGSQLLARQLQDFWKKSRNTLAPQRLLFEVTSANVVKDPPSKYVLYTLAVIGPG.... Result: 0 (the proteins do not interact).